Task: Regression/Classification. Given a drug SMILES string, predict its absorption, distribution, metabolism, or excretion properties. Task type varies by dataset: regression for continuous measurements (e.g., permeability, clearance, half-life) or binary classification for categorical outcomes (e.g., BBB penetration, CYP inhibition). Dataset: cyp3a4_substrate_carbonmangels.. Dataset: CYP3A4 substrate classification data from Carbon-Mangels et al. (1) The compound is CC(C)(C)NC[C@H](O)COc1ccccc1C#N. The result is 0 (non-substrate). (2) The drug is CCC(C)(C)C(=O)O[C@H]1C[C@@H](C)C=C2C=C[C@H](C)[C@H](CC[C@@H]3C[C@@H](O)CC(=O)O3)[C@H]21. The result is 1 (substrate).